From a dataset of Forward reaction prediction with 1.9M reactions from USPTO patents (1976-2016). Predict the product of the given reaction. The product is: [Cl:1][C:2]1[CH:10]=[CH:9][CH:8]=[C:7]2[C:3]=1[C:4]1([C:25]3=[CH:26][C:27]4[O:31][CH2:30][O:29][C:28]=4[CH:32]=[C:24]3[O:23][CH2:22]1)[C:5](=[O:21])[N:6]2[CH2:11][C:12]1[N:13]=[C:16]([CH:18]2[CH2:19][CH2:20]2)[O:15][N:14]=1. Given the reactants [Cl:1][C:2]1[CH:10]=[CH:9][CH:8]=[C:7]2[C:3]=1[C:4]1([C:25]3=[CH:26][C:27]4[O:31][CH2:30][O:29][C:28]=4[CH:32]=[C:24]3[O:23][CH2:22]1)[C:5](=[O:21])[N:6]2[CH2:11][C:12](=[N:14][O:15][C:16]([CH:18]1[CH2:20][CH2:19]1)=O)[NH2:13], predict the reaction product.